Dataset: Peptide-MHC class II binding affinity with 134,281 pairs from IEDB. Task: Regression. Given a peptide amino acid sequence and an MHC pseudo amino acid sequence, predict their binding affinity value. This is MHC class II binding data. (1) The peptide sequence is SVTIKLDGNLLSSND. The MHC is HLA-DQA10201-DQB10202 with pseudo-sequence HLA-DQA10201-DQB10202. The binding affinity (normalized) is 0.153. (2) The peptide sequence is GADQGCAINFGKREL. The MHC is HLA-DQA10201-DQB10402 with pseudo-sequence HLA-DQA10201-DQB10402. The binding affinity (normalized) is 0.185. (3) The peptide sequence is YYSEPTSENNAHHVC. The MHC is DRB1_0901 with pseudo-sequence DRB1_0901. The binding affinity (normalized) is 0.